Dataset: Forward reaction prediction with 1.9M reactions from USPTO patents (1976-2016). Task: Predict the product of the given reaction. (1) Given the reactants [Br:1][C:2]1[C:3]([O:12][CH3:13])=[C:4]([O:10][CH3:11])[CH:5]=[C:6]([CH:9]=1)[CH:7]=O.[C:14](#[N:18])[CH2:15][C:16]#[N:17].N1CCCCC1.[NH2:25][C:26]1[C:31]([NH2:32])=[CH:30][CH:29]=[CH:28][C:27]=1[OH:33], predict the reaction product. The product is: [C:16]([C:15]1[CH:7]([C:6]2[CH:5]=[C:4]([O:10][CH3:11])[C:3]([O:12][CH3:13])=[C:2]([Br:1])[CH:9]=2)[C:28]2[C:27](=[C:26]([NH2:25])[C:31]([NH2:32])=[CH:30][CH:29]=2)[O:33][C:14]=1[NH2:18])#[N:17]. (2) Given the reactants C([CH:14]1[CH2:15][CH2:16][CH2:17][N:13]1[N:13]1[CH2:17][CH2:16][CH2:15][CH2:14]1)(OC(C)(C)C)=O.Cl.C([N:22]([CH:25]([CH3:27])C)[CH2:23][CH3:24])(C)C.[Cl:28][CH2:29][C:30]1[CH:38]=[CH:37][C:33]([C:34](Cl)=[O:35])=[CH:32][CH:31]=1, predict the reaction product. The product is: [N:22]1([CH:16]2[CH2:15][CH2:14][N:13]([C:34]([C:33]3[CH:37]=[CH:38][C:30]([CH2:29][Cl:28])=[CH:31][CH:32]=3)=[O:35])[CH2:17]2)[CH2:23][CH2:24][CH2:27][CH2:25]1. (3) Given the reactants [C:1]([C:3]1[CH:4]=[C:5]2[C:9](=[CH:10][CH:11]=1)[NH:8][CH:7]=[C:6]2[CH2:12][CH2:13][CH2:14][CH2:15][N:16]1[CH2:21][CH2:20][N:19]([C:22]2[CH:23]=[CH:24][C:25]3[O:29][C:28]([C:30]([NH2:32])=[O:31])=[CH:27][C:26]=3[CH:33]=2)[CH2:18][CH2:17]1)#[N:2].O.[ClH:35], predict the reaction product. The product is: [CH:11]1[C:3]([C:1]#[N:2])=[CH:4][C:5]2[C:6]([CH2:12][CH2:13][CH2:14][CH2:15][N:16]3[CH2:17][CH2:18][N:19]([C:22]4[CH:23]=[CH:24][C:25]5[O:29][C:28]([C:30]([NH2:32])=[O:31])=[CH:27][C:26]=5[CH:33]=4)[CH2:20][CH2:21]3)=[CH:7][NH:8][C:9]=2[CH:10]=1.[ClH:35]. (4) Given the reactants [ClH:1].[CH2:2]([N:4]([CH:12]([CH3:14])[CH3:13])[C:5]1[CH:10]=[CH:9][C:8]([NH2:11])=[CH:7][CH:6]=1)[CH3:3].Cl.Cl.[NH2:17][C:18]1[CH:27]=[C:26]([NH2:28])[CH:25]=[CH:24][C:19]=1[O:20][CH2:21][CH2:22][OH:23].N, predict the reaction product. The product is: [ClH:1].[NH2:28][C:26]1[C:25](=[N:11][C:8]2[CH:9]=[CH:10][C:5]([N:4]([CH2:2][CH3:3])[CH:12]([CH3:13])[CH3:14])=[CH:6][CH:7]=2)[CH:24]=[C:19]([O:20][CH2:21][CH2:22][OH:23])[C:18](=[NH:17])[CH:27]=1. (5) Given the reactants [Cl:1][C:2]1[CH:3]=[C:4]2[C:8](=[CH:9][CH:10]=1)[NH:7][C:6](=[O:11])[C:5]2=[O:12].O.C1(C)C=CC(S(O)(=O)=O)=CC=1.[CH2:25](O)[CH2:26][CH2:27][OH:28], predict the reaction product. The product is: [Cl:1][C:2]1[CH:3]=[C:4]2[C:8](=[CH:9][CH:10]=1)[NH:7][C:6](=[O:11])[C:5]12[O:28][CH2:27][CH2:26][CH2:25][O:12]1. (6) Given the reactants [CH3:1][O:2][CH2:3][CH2:4][N:5]1[CH2:11][CH2:10][C:9]2[CH:12]=[C:13]([NH2:16])[CH:14]=[CH:15][C:8]=2[CH2:7][CH2:6]1.[Br:17][C:18]1[N:26]2[C:21]([CH:22]=[N:23][C:24](S(C)=O)=[N:25]2)=[CH:20][CH:19]=1.CN1CCCC1=O, predict the reaction product. The product is: [Br:17][C:18]1[N:26]2[C:21]([CH:22]=[N:23][C:24]([NH:16][C:13]3[CH:14]=[CH:15][C:8]4[CH2:7][CH2:6][N:5]([CH2:4][CH2:3][O:2][CH3:1])[CH2:11][CH2:10][C:9]=4[CH:12]=3)=[N:25]2)=[CH:20][CH:19]=1. (7) Given the reactants C1CCC(CN)([CH2:7][C:8]([OH:10])=[O:9])CC1.[CH:13]([CH:15]1[CH2:22][CH2:21][CH2:20][CH2:19][CH2:18][CH2:17][CH2:16]1)=[O:14].[CH2:23]1CCCCCCC1, predict the reaction product. The product is: [CH:13]([C:15]1([CH2:7][C:8]([O:10][CH3:23])=[O:9])[CH2:22][CH2:21][CH2:20][CH2:19][CH2:18][CH2:17][CH2:16]1)=[O:14]. (8) Given the reactants C(OC([N:8]1[C:19]2[C:11](=[C:12]3[C:16](=[CH:17][CH:18]=2)N[CH:14]([C:20](OCCC2C=CC([N+]([O-])=O)=CC=2)=O)[CH2:13]3)[CH:10]=[CH:9]1)=O)(C)(C)C.[F:34][C:35]([F:40])([F:39])[C:36]([OH:38])=[O:37], predict the reaction product. The product is: [C:36]([OH:38])([C:35]([F:40])([F:39])[F:34])=[O:37].[CH3:35][CH2:20][CH2:14][CH2:13][CH2:12][CH2:16][CH2:17][CH2:18][CH2:19][CH2:11][CH2:10][CH2:9][NH2:8]. (9) Given the reactants [C:1]1([CH2:7][C:8]2([OH:14])[CH2:13][CH2:12][NH:11][CH2:10][CH2:9]2)[CH:6]=[CH:5][CH:4]=[CH:3][CH:2]=1.Cl.[Cl:16][C:17]1[CH:18]=[C:19]2[C:23](=[CH:24][CH:25]=1)[N:22]([CH3:26])[C:21]([C:27]1[CH:32]=[CH:31][C:30]([Cl:33])=[CH:29][CH:28]=1)=[C:20]2[CH2:34][CH2:35][C:36](=[NH:40])OCC, predict the reaction product. The product is: [Cl:16][C:17]1[CH:18]=[C:19]2[C:23](=[CH:24][CH:25]=1)[N:22]([CH3:26])[C:21]([C:27]1[CH:32]=[CH:31][C:30]([Cl:33])=[CH:29][CH:28]=1)=[C:20]2[CH2:34][CH2:35][C:36]([N:11]1[CH2:12][CH2:13][C:8]([CH2:7][C:1]2[CH:2]=[CH:3][CH:4]=[CH:5][CH:6]=2)([OH:14])[CH2:9][CH2:10]1)=[NH:40]. (10) Given the reactants Cl[C:2]1[CH:7]=[C:6]([Cl:8])[C:5]([C:9]([F:12])([F:11])[F:10])=[CH:4][C:3]=1[N+:13]([O-:15])=[O:14].C(N(C(C)C)CC)(C)C.Cl.Cl.[CH2:27]([O:30][C@H:31]1[CH2:36][CH2:35][C@H:34]([N:37]2[CH2:42][CH2:41][CH:40]([NH2:43])[CH2:39][CH2:38]2)[CH2:33][CH2:32]1)[CH2:28][CH3:29], predict the reaction product. The product is: [Cl:8][C:6]1[C:5]([C:9]([F:12])([F:11])[F:10])=[CH:4][C:3]([N+:13]([O-:15])=[O:14])=[C:2]([NH:43][CH:40]2[CH2:39][CH2:38][N:37]([C@H:34]3[CH2:35][CH2:36][C@H:31]([O:30][CH2:27][CH2:28][CH3:29])[CH2:32][CH2:33]3)[CH2:42][CH2:41]2)[CH:7]=1.